Dataset: Full USPTO retrosynthesis dataset with 1.9M reactions from patents (1976-2016). Task: Predict the reactants needed to synthesize the given product. (1) The reactants are: [N+:1](/[CH:4]=[CH:5]/[CH2:6][CH2:7][C:8]1[CH:13]=[CH:12][CH:11]=[CH:10][CH:9]=1)([O-:3])=[O:2].[CH:14](=[O:17])[CH2:15][CH3:16].CC(O)C.CCCCCC. Given the product [CH3:16][C@@H:15]([C@@H:5]([CH2:4][N+:1]([O-:3])=[O:2])[CH2:6][CH2:7][C:8]1[CH:13]=[CH:12][CH:11]=[CH:10][CH:9]=1)[CH:14]=[O:17], predict the reactants needed to synthesize it. (2) The reactants are: [NH2:1][C:2]1([CH2:6][NH:7][C:8]2[C:17]3[C:12](=[CH:13][CH:14]=[C:15]([CH3:18])[CH:16]=3)[N:11]=[C:10]([N:19]3[CH2:25][C:24]4[CH:26]=[C:27]([O:30]C)[CH:28]=[CH:29][C:23]=4[S:22](=[O:33])(=[O:32])[CH2:21][CH2:20]3)[CH:9]=2)[CH2:5][O:4][CH2:3]1.[OH-].[K+]. Given the product [NH2:1][C:2]1([CH2:6][NH:7][C:8]2[C:17]3[C:12](=[CH:13][CH:14]=[C:15]([CH3:18])[CH:16]=3)[N:11]=[C:10]([N:19]3[CH2:25][C:24]4[CH:26]=[C:27]([OH:30])[CH:28]=[CH:29][C:23]=4[S:22](=[O:32])(=[O:33])[CH2:21][CH2:20]3)[CH:9]=2)[CH2:3][O:4][CH2:5]1, predict the reactants needed to synthesize it. (3) Given the product [F:35][C:29]1[C:30]([F:34])=[CH:31][CH:32]=[CH:33][C:28]=1[C@@H:7]1[CH2:8][CH2:9][C@@H:10]([O:17][Si:18]([CH:22]([CH3:24])[CH3:23])([CH:25]([CH3:27])[CH3:26])[CH:19]([CH3:20])[CH3:21])[C:11]2=[N:12][CH:13]=[CH:14][CH:15]=[C:16]2[CH2:6]1, predict the reactants needed to synthesize it. The reactants are: CS(O[C@@H:6]1[C:16]2[C:11](=[N:12][CH:13]=[CH:14][CH:15]=2)[C@H:10]([O:17][Si:18]([CH:25]([CH3:27])[CH3:26])([CH:22]([CH3:24])[CH3:23])[CH:19]([CH3:21])[CH3:20])[CH2:9][CH2:8][C@H:7]1[C:28]1[CH:33]=[CH:32][CH:31]=[C:30]([F:34])[C:29]=1[F:35])(=O)=O.[Li+].[B-](CC)(CC)CC.CCOC(C)=O.CCCCCC. (4) Given the product [C:29]([CH2:28][O:27][C:23]1[CH:22]=[C:21]([CH:26]=[CH:25][CH:24]=1)[C:20]([C:9]1[C:10]2[C:15](=[CH:14][C:13]([O:16][CH3:17])=[C:12]([O:18][CH3:19])[CH:11]=2)[C:6]([C:4]([OH:5])=[O:3])=[CH:7][N:8]=1)=[O:32])([OH:31])=[O:30], predict the reactants needed to synthesize it. The reactants are: C([O:3][C:4]([C:6]1[C:15]2[C:10](=[CH:11][C:12]([O:18][CH3:19])=[C:13]([O:16][CH3:17])[CH:14]=2)[C:9]([C:20](=[O:32])[C:21]2[CH:26]=[CH:25][CH:24]=[C:23]([O:27][CH2:28][C:29]([OH:31])=[O:30])[CH:22]=2)=[N:8][CH:7]=1)=[O:5])C.[OH-].[Li+]. (5) Given the product [F:12][C:3]1[CH:4]=[C:5]([N+:9]([O-:11])=[O:10])[C:6]([F:8])=[CH:7][C:2]=1[C:13]#[N:14], predict the reactants needed to synthesize it. The reactants are: Br[C:2]1[CH:7]=[C:6]([F:8])[C:5]([N+:9]([O-:11])=[O:10])=[CH:4][C:3]=1[F:12].[C:13]([Cu])#[N:14].[O-]S([O-])(=O)=O.[Na+].[Na+].CC(OC)(C)C. (6) Given the product [O:1]([C:8]1[S:9][CH:10]=[C:11]([CH:13]=[O:14])[N:12]=1)[C:2]1[CH:3]=[CH:4][CH:5]=[CH:6][CH:7]=1, predict the reactants needed to synthesize it. The reactants are: [O:1]([C:8]1[S:9][CH:10]=[C:11]([CH2:13][OH:14])[N:12]=1)[C:2]1[CH:7]=[CH:6][CH:5]=[CH:4][CH:3]=1. (7) Given the product [CH3:3][O:4][CH:5]([O:15][CH3:16])[CH2:6][N:7]1[CH2:13][CH2:12][CH2:11][S:8]1(=[O:10])=[O:9], predict the reactants needed to synthesize it. The reactants are: [H-].[Na+].[CH3:3][O:4][CH:5]([O:15][CH3:16])[CH2:6][NH:7][S:8]([CH2:11][CH2:12][CH2:13]Cl)(=[O:10])=[O:9]. (8) Given the product [CH3:1][O:2][CH2:3][O:4][C:5]1[C:10]([C:30]#[N:31])=[N:9][C:8]([CH2:12][C:13]([CH3:16])([CH3:15])[CH3:14])=[CH:7][CH:6]=1, predict the reactants needed to synthesize it. The reactants are: [CH3:1][O:2][CH2:3][O:4][C:5]1[CH:6]=[CH:7][C:8]([CH2:12][C:13]([CH3:16])([CH3:15])[CH3:14])=[N+:9]([O-])[CH:10]=1.C(Cl)(=O)C1C=CC=CC=1.C[Si]([C:30]#[N:31])(C)C.CCOC(C)=O.CCCCCC. (9) The reactants are: [CH3:1][O:2][C:3]([C:5]1[C:14]([OH:15])=[CH:13][CH:12]2[CH:7]([CH2:8][CH2:9][CH2:10][CH:11]2[OH:16])[CH:6]=1)=[O:4].C1C=C[NH+]=CC=1.C1C=C[NH+]=CC=1.[O-][Cr](O[Cr]([O-])(=O)=O)(=O)=O. Given the product [CH3:1][O:2][C:3]([C:5]1[C:14]([OH:15])=[CH:13][CH:12]2[CH:7]([CH2:8][CH2:9][CH2:10][C:11]2=[O:16])[CH:6]=1)=[O:4], predict the reactants needed to synthesize it. (10) Given the product [Cl:8][C:9]1[N:14]=[C:13]([NH:7][CH2:1][C@@H:2]2[CH2:3][CH2:4][CH2:5][O:6]2)[C:12]([Cl:16])=[CH:11][N:10]=1, predict the reactants needed to synthesize it. The reactants are: [CH2:1]([NH2:7])[C@H:2]1[O:6][CH2:5][CH2:4][CH2:3]1.[Cl:8][C:9]1[N:14]=[C:13](Cl)[C:12]([Cl:16])=[CH:11][N:10]=1.C(N(CC)CC)C.